From a dataset of Peptide-MHC class II binding affinity with 134,281 pairs from IEDB. Regression. Given a peptide amino acid sequence and an MHC pseudo amino acid sequence, predict their binding affinity value. This is MHC class II binding data. (1) The peptide sequence is KNVLKVGRLSAEELM. The MHC is DRB5_0101 with pseudo-sequence DRB5_0101. The binding affinity (normalized) is 0.137. (2) The peptide sequence is SGITLKQATTAPCAV. The MHC is DRB1_0401 with pseudo-sequence DRB1_0401. The binding affinity (normalized) is 0.597.